From a dataset of Forward reaction prediction with 1.9M reactions from USPTO patents (1976-2016). Predict the product of the given reaction. (1) Given the reactants [CH3:1][N:2]1[CH:6]=[C:5]([C:7]2[CH:12]=[CH:11][CH:10]=[CH:9][CH:8]=2)[N:4]=[CH:3]1.[CH3:13][I:14].[C:15]1(C)[CH:20]=[CH:19][CH:18]=[CH:17][CH:16]=1, predict the reaction product. The product is: [I-:14].[CH3:1][N+:2]1[C:6]([C:15]2[CH:20]=[CH:19][CH:18]=[CH:17][CH:16]=2)=[C:5]([C:7]2[CH:8]=[CH:9][CH:10]=[CH:11][CH:12]=2)[N:4]([CH3:13])[CH:3]=1. (2) The product is: [C:1]([N:4]1[C:13]2[C:8](=[CH:9][C:10]([B:23]3[O:27][C:26]([CH3:29])([CH3:28])[C:25]([CH3:31])([CH3:30])[O:24]3)=[CH:11][CH:12]=2)[C@H:7]([NH:15][C:16](=[O:21])[O:17][CH:18]([CH3:20])[CH3:19])[CH2:6][C@@H:5]1[CH3:22])(=[O:3])[CH3:2]. Given the reactants [C:1]([N:4]1[C:13]2[C:8](=[CH:9][C:10](Br)=[CH:11][CH:12]=2)[C@H:7]([NH:15][C:16](=[O:21])[O:17][CH:18]([CH3:20])[CH3:19])[CH2:6][C@@H:5]1[CH3:22])(=[O:3])[CH3:2].[B:23]1([B:23]2[O:27][C:26]([CH3:29])([CH3:28])[C:25]([CH3:31])([CH3:30])[O:24]2)[O:27][C:26]([CH3:29])([CH3:28])[C:25]([CH3:31])([CH3:30])[O:24]1.C([O-])(=O)C.[K+], predict the reaction product. (3) Given the reactants C([O:3][C:4](=[O:38])[CH2:5][N:6]([S:29]([N:32]1[CH2:37][CH2:36][O:35][CH2:34][CH2:33]1)(=[O:31])=[O:30])[CH2:7][C:8]1[CH:13]=[CH:12][CH:11]=[C:10]([O:14][CH2:15][C:16]2[N:17]=[C:18]([C:22]3[CH:27]=[CH:26][C:25]([CH3:28])=[CH:24][CH:23]=3)[O:19][C:20]=2[CH3:21])[CH:9]=1)C.O.[OH-].[Li+], predict the reaction product. The product is: [N:32]1([S:29]([N:6]([CH2:5][C:4]([OH:38])=[O:3])[CH2:7][C:8]2[CH:13]=[CH:12][CH:11]=[C:10]([O:14][CH2:15][C:16]3[N:17]=[C:18]([C:22]4[CH:23]=[CH:24][C:25]([CH3:28])=[CH:26][CH:27]=4)[O:19][C:20]=3[CH3:21])[CH:9]=2)(=[O:30])=[O:31])[CH2:37][CH2:36][O:35][CH2:34][CH2:33]1.